From a dataset of Reaction yield outcomes from USPTO patents with 853,638 reactions. Predict the reaction yield, written as a fraction of the theoretical maximum amount of product (1.0 means a 100% yield; for example, 0.34 means a 34% yield). The reactants are [CH3:1][O:2][C:3]1[CH:48]=[CH:47][C:6]([CH2:7][N:8]([CH2:38][C:39]2[CH:44]=[CH:43][C:42]([O:45][CH3:46])=[CH:41][CH:40]=2)[C:9]2[N:14]=[C:13]([CH3:15])[N:12]=[C:11]([C:16]3[C:17]([NH:23][C:24]4[CH:25]=[CH:26][C:27]([NH:30]C(=O)OC(C)(C)C)=[N:28][CH:29]=4)=[N:18][CH:19]=[C:20]([Cl:22])[CH:21]=3)[N:10]=2)=[CH:5][CH:4]=1.C(O)(C(F)(F)F)=O.C1(C)C=CC=CC=1. The catalyst is C(Cl)Cl. The product is [CH3:46][O:45][C:42]1[CH:41]=[CH:40][C:39]([CH2:38][N:8]([CH2:7][C:6]2[CH:5]=[CH:4][C:3]([O:2][CH3:1])=[CH:48][CH:47]=2)[C:9]2[N:14]=[C:13]([CH3:15])[N:12]=[C:11]([C:16]3[C:17]([NH:23][C:24]4[CH:25]=[CH:26][C:27]([NH2:30])=[N:28][CH:29]=4)=[N:18][CH:19]=[C:20]([Cl:22])[CH:21]=3)[N:10]=2)=[CH:44][CH:43]=1. The yield is 0.940.